This data is from Forward reaction prediction with 1.9M reactions from USPTO patents (1976-2016). The task is: Predict the product of the given reaction. (1) Given the reactants N#N.[CH2:3]([O:5][C:6]([CH:8]1[CH2:13][CH2:12][CH:11]([O:14][C:15]2[CH:20]=[CH:19][C:18]([CH3:21])=[CH:17][N:16]=2)[CH2:10][CH2:9]1)=[O:7])[CH3:4].[Br:22]N1C(=O)CCC1=O, predict the reaction product. The product is: [CH2:3]([O:5][C:6]([CH:8]1[CH2:13][CH2:12][CH:11]([O:14][C:15]2[CH:20]=[CH:19][C:18]([CH2:21][Br:22])=[CH:17][N:16]=2)[CH2:10][CH2:9]1)=[O:7])[CH3:4]. (2) Given the reactants [NH2:1][C:2]1[CH:17]=[CH:16][C:5]([C:6]([N:8]2[CH2:12][CH2:11][CH:10]([N:13]([CH3:15])[CH3:14])[CH2:9]2)=[O:7])=[CH:4][CH:3]=1.[N:18]1[C:27]2[C:22](=[CH:23][CH:24]=[CH:25][CH:26]=2)[CH:21]=[CH:20][C:19]=1[C:28](Cl)=[O:29].C(N(C(C)C)CC)(C)C, predict the reaction product. The product is: [CH3:15][N:13]([CH3:14])[CH:10]1[CH2:11][CH2:12][N:8]([C:6]([C:5]2[CH:16]=[CH:17][C:2]([NH:1][C:28]([C:19]3[CH:20]=[CH:21][C:22]4[C:27](=[CH:26][CH:25]=[CH:24][CH:23]=4)[N:18]=3)=[O:29])=[CH:3][CH:4]=2)=[O:7])[CH2:9]1. (3) Given the reactants [CH3:1][CH:2]([O:4][C:5]1[CH:10]=[CH:9][C:8]([NH:11][C:12]2[NH:16][N:15]=[CH:14][CH:13]=2)=[CH:7][CH:6]=1)[CH3:3].N12CCCN=C1CCCCC2.[C:28]([C:30]1[CH:35]=[CH:34][CH:33]=[CH:32][C:31]=1[C:36]1[CH:41]=[CH:40][C:39]([CH2:42][CH:43]([C:49](=O)[CH2:50][CH2:51][CH3:52])[C:44](OCC)=[O:45])=[CH:38][CH:37]=1)#[N:29].C(OCC)(=O)C, predict the reaction product. The product is: [CH3:3][CH:2]([O:4][C:5]1[CH:6]=[CH:7][C:8]([N:11]2[C:44](=[O:45])[C:43]([CH2:42][C:39]3[CH:40]=[CH:41][C:36]([C:31]4[C:30]([C:28]#[N:29])=[CH:35][CH:34]=[CH:33][CH:32]=4)=[CH:37][CH:38]=3)=[C:49]([CH2:50][CH2:51][CH3:52])[N:16]3[N:15]=[CH:14][CH:13]=[C:12]23)=[CH:9][CH:10]=1)[CH3:1]. (4) Given the reactants [OH:1][CH2:2][C:3]1[N:8]=[C:7]([O:9][CH:10]2[CH2:15][CH2:14][N:13]([C:16]([O:18][C:19]([CH3:22])([CH3:21])[CH3:20])=[O:17])[CH2:12][CH2:11]2)[CH:6]=[CH:5][CH:4]=1.[CH3:23][S:24](Cl)(=[O:26])=[O:25].CCN(C(C)C)C(C)C, predict the reaction product. The product is: [CH3:23][S:24]([O:1][CH2:2][C:3]1[N:8]=[C:7]([O:9][CH:10]2[CH2:11][CH2:12][N:13]([C:16]([O:18][C:19]([CH3:22])([CH3:21])[CH3:20])=[O:17])[CH2:14][CH2:15]2)[CH:6]=[CH:5][CH:4]=1)(=[O:26])=[O:25].